Dataset: NCI-60 drug combinations with 297,098 pairs across 59 cell lines. Task: Regression. Given two drug SMILES strings and cell line genomic features, predict the synergy score measuring deviation from expected non-interaction effect. (1) Drug 1: C1=CC(=C2C(=C1NCCNCCO)C(=O)C3=C(C=CC(=C3C2=O)O)O)NCCNCCO. Drug 2: CC1=C(C(=CC=C1)Cl)NC(=O)C2=CN=C(S2)NC3=CC(=NC(=N3)C)N4CCN(CC4)CCO. Cell line: NCIH23. Synergy scores: CSS=70.4, Synergy_ZIP=3.63, Synergy_Bliss=3.92, Synergy_Loewe=7.24, Synergy_HSA=9.15. (2) Drug 1: C1=NC2=C(N=C(N=C2N1C3C(C(C(O3)CO)O)O)F)N. Drug 2: CCCCCOC(=O)NC1=NC(=O)N(C=C1F)C2C(C(C(O2)C)O)O. Cell line: NCIH23. Synergy scores: CSS=4.56, Synergy_ZIP=-2.27, Synergy_Bliss=4.81, Synergy_Loewe=-7.16, Synergy_HSA=-0.0161. (3) Cell line: A549. Drug 1: C1=C(C(=O)NC(=O)N1)F. Synergy scores: CSS=63.8, Synergy_ZIP=-4.24, Synergy_Bliss=-5.40, Synergy_Loewe=0.864, Synergy_HSA=1.76. Drug 2: CN(CC1=CN=C2C(=N1)C(=NC(=N2)N)N)C3=CC=C(C=C3)C(=O)NC(CCC(=O)O)C(=O)O. (4) Drug 1: CCC1=CC2CC(C3=C(CN(C2)C1)C4=CC=CC=C4N3)(C5=C(C=C6C(=C5)C78CCN9C7C(C=CC9)(C(C(C8N6C)(C(=O)OC)O)OC(=O)C)CC)OC)C(=O)OC.C(C(C(=O)O)O)(C(=O)O)O. Drug 2: CN(CC1=CN=C2C(=N1)C(=NC(=N2)N)N)C3=CC=C(C=C3)C(=O)NC(CCC(=O)O)C(=O)O. Cell line: MCF7. Synergy scores: CSS=37.4, Synergy_ZIP=-1.72, Synergy_Bliss=-1.37, Synergy_Loewe=-2.61, Synergy_HSA=2.10. (5) Drug 1: CCC1(CC2CC(C3=C(CCN(C2)C1)C4=CC=CC=C4N3)(C5=C(C=C6C(=C5)C78CCN9C7C(C=CC9)(C(C(C8N6C=O)(C(=O)OC)O)OC(=O)C)CC)OC)C(=O)OC)O.OS(=O)(=O)O. Drug 2: CC1=C2C(C(=O)C3(C(CC4C(C3C(C(C2(C)C)(CC1OC(=O)C(C(C5=CC=CC=C5)NC(=O)C6=CC=CC=C6)O)O)OC(=O)C7=CC=CC=C7)(CO4)OC(=O)C)O)C)OC(=O)C. Cell line: MOLT-4. Synergy scores: CSS=52.5, Synergy_ZIP=1.93, Synergy_Bliss=2.50, Synergy_Loewe=-8.35, Synergy_HSA=0.575. (6) Drug 1: COC1=NC(=NC2=C1N=CN2C3C(C(C(O3)CO)O)O)N. Drug 2: C(CCl)NC(=O)N(CCCl)N=O. Cell line: SNB-19. Synergy scores: CSS=7.13, Synergy_ZIP=-2.74, Synergy_Bliss=-3.67, Synergy_Loewe=-11.4, Synergy_HSA=-5.35.